Dataset: Peptide-MHC class I binding affinity with 185,985 pairs from IEDB/IMGT. Task: Regression. Given a peptide amino acid sequence and an MHC pseudo amino acid sequence, predict their binding affinity value. This is MHC class I binding data. (1) The peptide sequence is KQMSQPYAV. The MHC is HLA-B15:17 with pseudo-sequence HLA-B15:17. The binding affinity (normalized) is 0.0847. (2) The MHC is H-2-Kb with pseudo-sequence H-2-Kb. The peptide sequence is PASFFIKL. The binding affinity (normalized) is 0.0735. (3) The peptide sequence is ILSPFLPLL. The MHC is Patr-A0401 with pseudo-sequence Patr-A0401. The binding affinity (normalized) is 0. (4) The MHC is HLA-B58:01 with pseudo-sequence HLA-B58:01. The peptide sequence is AFHHMAREK. The binding affinity (normalized) is 0. (5) The peptide sequence is ELNRVTQDF. The MHC is Mamu-B03 with pseudo-sequence Mamu-B03. The binding affinity (normalized) is 0. (6) The peptide sequence is EVEHRTRVR. The binding affinity (normalized) is 0.0847. The MHC is HLA-B08:01 with pseudo-sequence HLA-B08:01. (7) The peptide sequence is IESNPLFPV. The MHC is HLA-A02:19 with pseudo-sequence HLA-A02:19. The binding affinity (normalized) is 0.0847. (8) The peptide sequence is RWRVYLRRK. The MHC is HLA-A02:03 with pseudo-sequence HLA-A02:03. The binding affinity (normalized) is 0.0847.